Dataset: Full USPTO retrosynthesis dataset with 1.9M reactions from patents (1976-2016). Task: Predict the reactants needed to synthesize the given product. (1) Given the product [F:1][C:2]1[CH:3]=[CH:4][C:5]([O:14][CH3:15])=[C:6]2[C:10]=1[NH:9][C:8](=[O:11])[CH2:7]2, predict the reactants needed to synthesize it. The reactants are: [F:1][C:2]1[CH:3]=[CH:4][C:5]([O:14][CH3:15])=[C:6]2[C:10]=1[NH:9][C:8](=[O:11])[CH:7]2SC.C1(P(C2C=CC=CC=2)C2C=CC=CC=2)C=CC=CC=1.O.C1(C)C=CC(S(O)(=O)=O)=CC=1.C(=O)([O-])O.[Na+]. (2) Given the product [N:19]1([CH2:24][CH2:25][NH:26][C:27]([C:29]2[C:33]([CH3:34])=[C:32]([CH:35]=[C:11]3[C:10]4[C:14](=[CH:15][CH:16]=[CH:17][C:9]=4[C:4]4[CH:5]=[CH:6][C:7]([F:8])=[C:2]([Cl:1])[CH:3]=4)[NH:13][C:12]3=[O:18])[NH:31][C:30]=2[CH3:37])=[O:28])[CH:23]=[CH:22][N:21]=[N:20]1, predict the reactants needed to synthesize it. The reactants are: [Cl:1][C:2]1[CH:3]=[C:4]([C:9]2[CH:17]=[CH:16][CH:15]=[C:14]3[C:10]=2[CH2:11][C:12](=[O:18])[NH:13]3)[CH:5]=[CH:6][C:7]=1[F:8].[N:19]1([CH2:24][CH2:25][NH:26][C:27]([C:29]2[C:33]([CH3:34])=[C:32]([CH:35]=O)[NH:31][C:30]=2[CH3:37])=[O:28])[CH:23]=[CH:22][N:21]=[N:20]1. (3) Given the product [Cl:1][C:2]1[CH:18]=[C:17]([C:19]2[N:20]=[C:32]([C:30]3[CH:29]=[CH:28][C:27]([C:35]4[CH:40]=[CH:39][CH:38]=[CH:37][C:36]=4[CH3:41])=[C:26]([CH2:25][O:24][CH3:23])[CH:31]=3)[O:22][N:21]=2)[CH:16]=[CH:15][C:3]=1[CH2:4][N:5]([CH3:14])[CH2:6][C:7]([O:9][C:10]([CH3:11])([CH3:13])[CH3:12])=[O:8], predict the reactants needed to synthesize it. The reactants are: [Cl:1][C:2]1[CH:18]=[C:17]([C:19](=[N:21][OH:22])[NH2:20])[CH:16]=[CH:15][C:3]=1[CH2:4][N:5]([CH3:14])[CH2:6][C:7]([O:9][C:10]([CH3:13])([CH3:12])[CH3:11])=[O:8].[CH3:23][O:24][CH2:25][C:26]1[CH:31]=[C:30]([C:32](O)=O)[CH:29]=[CH:28][C:27]=1[C:35]1[CH:40]=[CH:39][CH:38]=[CH:37][C:36]=1[CH3:41].C(Cl)CCl. (4) Given the product [N:26]1([CH2:25][C:23]2[CH:22]=[CH:21][N:20]=[C:19]([C:16]3([NH:15][C:14]([C:11]4([NH2:10])[CH2:12][CH2:13]4)=[O:31])[CH2:17][CH2:18]3)[CH:24]=2)[CH2:30][CH2:29][CH2:28][CH2:27]1, predict the reactants needed to synthesize it. The reactants are: C(OC(=O)[NH:10][C:11]1([C:14](=[O:31])[NH:15][C:16]2([C:19]3[CH:24]=[C:23]([CH2:25][N:26]4[CH2:30][CH2:29][CH2:28][CH2:27]4)[CH:22]=[CH:21][N:20]=3)[CH2:18][CH2:17]2)[CH2:13][CH2:12]1)C1C=CC=CC=1. (5) Given the product [Br:1][C:11]1[C:12](=[O:25])[C:13]2[CH:23]=[C:22]([OH:24])[CH:21]=[CH:20][C:14]=2[C:15]2[C:10]=1[O:9][C:8]1[C:17](=[CH:18][CH:19]=[C:6]([N:5]([CH2:3][CH3:4])[CH2:26][CH3:27])[CH:7]=1)[N:16]=2, predict the reactants needed to synthesize it. The reactants are: [Br:1]Br.[CH2:3]([N:5]([CH2:26][CH3:27])[C:6]1[CH:7]=[C:8]2[C:17](=[CH:18][CH:19]=1)[N:16]=[C:15]1[C:10](=[CH:11][C:12](=[O:25])[C:13]3[CH:23]=[C:22]([OH:24])[CH:21]=[CH:20][C:14]=31)[O:9]2)[CH3:4].